From a dataset of Catalyst prediction with 721,799 reactions and 888 catalyst types from USPTO. Predict which catalyst facilitates the given reaction. (1) Reactant: [Cl:1][C:2]1[CH:7]=[CH:6][C:5]([CH:8](O)[C:9]2[N:13]([CH:14]([CH3:16])[CH3:15])[C:12]([CH:17]3[CH2:21][CH2:20][O:19][CH2:18]3)=[N:11][C:10]=2[C:22]([O:24][CH2:25][CH3:26])=[O:23])=[CH:4][CH:3]=1.CS(OS(C)(=O)=O)(=O)=O.[N-:37]=[N+:38]=[N-:39].C([N+](CCCC)(CCCC)CCCC)CCC. Product: [N:37]([CH:8]([C:5]1[CH:6]=[CH:7][C:2]([Cl:1])=[CH:3][CH:4]=1)[C:9]1[N:13]([CH:14]([CH3:16])[CH3:15])[C:12]([CH:17]2[CH2:21][CH2:20][O:19][CH2:18]2)=[N:11][C:10]=1[C:22]([O:24][CH2:25][CH3:26])=[O:23])=[N+:38]=[N-:39]. The catalyst class is: 34. (2) Product: [ClH:23].[F:1][C:2]1[CH:7]=[C:6]([C:8]2[CH:9]=[N:10][N:11]([CH3:13])[CH:12]=2)[CH:5]=[CH:4][C:3]=1[CH:14]([NH2:16])[CH3:15]. Reactant: [F:1][C:2]1[CH:7]=[C:6]([C:8]2[CH:9]=[N:10][N:11]([CH3:13])[CH:12]=2)[CH:5]=[CH:4][C:3]=1[CH:14]([NH:16]S(C(C)(C)C)=O)[CH3:15].[ClH:23]. The catalyst class is: 5. (3) Reactant: [Cl-].[In+3].[Cl-].[Cl-].[CH3:5][C:6](=[O:9])[C:7]#[CH:8].[N+:10](=[CH:12][C:13]([O:15][C:16]([CH3:19])([CH3:18])[CH3:17])=[O:14])=[N-:11]. Product: [C:6]([C:7]1[CH:8]=[C:12]([C:13]([O:15][C:16]([CH3:19])([CH3:18])[CH3:17])=[O:14])[NH:10][N:11]=1)(=[O:9])[CH3:5]. The catalyst class is: 6. (4) Reactant: [CH3:1][C:2]([O:5][C:6]([C:8]1[CH:9]=[C:10]([F:32])[C:11]([CH3:31])=[C:12]([C:14]2[C:15]([C:28]([OH:30])=O)=[CH:16][C:17]([C:20]([NH:22][CH2:23][C:24]([CH3:27])([CH3:26])[CH3:25])=[O:21])=[CH:18][CH:19]=2)[CH:13]=1)=[O:7])([CH3:4])[CH3:3].C(Cl)CCl.C1C=CC2N(O)N=[N:43]C=2C=1.CCN(CC)CC.N. Product: [NH2:43][C:28]([C:15]1[CH:16]=[C:17]([C:20]([NH:22][CH2:23][C:24]([CH3:27])([CH3:25])[CH3:26])=[O:21])[CH:18]=[CH:19][C:14]=1[C:12]1[C:11]([CH3:31])=[C:10]([F:32])[CH:9]=[C:8]([C:6]([O:5][C:2]([CH3:1])([CH3:3])[CH3:4])=[O:7])[CH:13]=1)=[O:30]. The catalyst class is: 2. (5) Reactant: [NH2:1][C:2]1[N:6]([CH3:7])[C:5](=[O:8])[C:4]([C:20]2[CH:25]=[CH:24][C:23]([O:26][CH:27]([F:29])[F:28])=[CH:22][CH:21]=2)([C:9]2[CH:14]=[CH:13][CH:12]=[C:11]([C:15]#[C:16][CH2:17][O:18][CH3:19])[CH:10]=2)[N:3]=1. Product: [NH2:1][C:2]1[N:6]([CH3:7])[C:5](=[O:8])[C:4]([C:20]2[CH:21]=[CH:22][C:23]([O:26][CH:27]([F:29])[F:28])=[CH:24][CH:25]=2)([C:9]2[CH:14]=[CH:13][CH:12]=[C:11]([CH2:15][CH2:16][CH2:17][O:18][CH3:19])[CH:10]=2)[N:3]=1. The catalyst class is: 45.